This data is from Reaction yield outcomes from USPTO patents with 853,638 reactions. The task is: Predict the reaction yield, written as a fraction of the theoretical maximum amount of product (1.0 means a 100% yield; for example, 0.34 means a 34% yield). (1) The reactants are [C:1]([O:13][CH3:14])(=[O:12])[C:2]1[CH:11]=[CH:10][C:5]([C:6]([O:8][CH3:9])=[O:7])=[CH:4][CH:3]=1.C(O)[CH2:16][CH2:17][CH2:18][CH2:19][CH2:20][CH2:21][CH2:22][CH2:23][CH2:24][CH2:25][CH2:26][CH2:27][CH2:28][CH2:29][CH2:30][CH2:31][CH3:32]. The yield is 0.962. The product is [C:6]([O:8][CH2:9][CH2:32][CH2:31][CH2:30][CH2:29][CH2:28][CH2:27][CH2:26][CH2:25][CH2:24][CH2:23][CH2:22][CH2:21][CH2:20][CH2:19][CH2:18][CH2:17][CH3:16])(=[O:7])[C:5]1[CH:10]=[CH:11][C:2]([C:1]([O:13][CH2:14][CH2:32][CH2:31][CH2:30][CH2:29][CH2:28][CH2:27][CH2:26][CH2:25][CH2:24][CH2:23][CH2:22][CH2:21][CH2:20][CH2:19][CH2:18][CH2:17][CH3:16])=[O:12])=[CH:3][CH:4]=1. No catalyst specified. (2) The reactants are FC(F)(F)C([NH:5][C:6]1[CH:11]=[CH:10][C:9]([S:12](=[O:20])(=[O:19])[NH:13][C:14]2[S:15][CH:16]=[CH:17][N:18]=2)=[CH:8][C:7]=1[F:21])=O.[OH-].[Na+].Cl. The catalyst is O. The product is [NH2:5][C:6]1[CH:11]=[CH:10][C:9]([S:12]([NH:13][C:14]2[S:15][CH:16]=[CH:17][N:18]=2)(=[O:20])=[O:19])=[CH:8][C:7]=1[F:21]. The yield is 0.700. (3) The reactants are [Cl:1][C:2]1[CH:7]=[CH:6][C:5]([C@@H:8]2[CH2:12][NH:11][C:10](=[O:13])[CH2:9]2)=[CH:4][CH:3]=1.[N+:14]([O-])([OH:16])=[O:15].NC(N)=N. The catalyst is S(=O)(=O)(O)O. The product is [Cl:1][C:2]1[CH:3]=[CH:4][C:5]([C@@H:8]2[CH2:12][NH:11][C:10](=[O:13])[CH2:9]2)=[CH:6][C:7]=1[N+:14]([O-:16])=[O:15]. The yield is 0.950. (4) The reactants are [OH:1][C:2]1[CH:3]=[C:4]([CH:7]=[CH:8][CH:9]=1)[CH:5]=[O:6].[C:10](OC(=N)C(Cl)(Cl)Cl)([CH3:13])([CH3:12])[CH3:11].B(F)(F)F.CCOCC.C(=O)(O)[O-].[Na+]. The catalyst is C(Cl)Cl.C1CCCCC1.CCCCCC.C(OCC)(=O)C. The product is [C:10]([O:1][C:2]1[CH:3]=[C:4]([CH:7]=[CH:8][CH:9]=1)[CH:5]=[O:6])([CH3:13])([CH3:12])[CH3:11]. The yield is 0.320. (5) The reactants are [C:1]([CH2:4][CH2:5][C:6]1[C:7]([CH3:27])=[C:8](C(O)=O)[NH:9][C:10]=1[CH:11]=[C:12]1[C:20]2[C:15](=[CH:16][C:17]([O:21][CH3:22])=[CH:18][CH:19]=2)[NH:14][C:13]1=[O:23])([OH:3])=[O:2].[OH-].[K+].O.Cl. The catalyst is C(O)CO. The product is [CH3:22][O:21][C:17]1[CH:16]=[C:15]2[C:20]([C:12](=[CH:11][C:10]3[NH:9][CH:8]=[C:7]([CH3:27])[C:6]=3[CH2:5][CH2:4][C:1]([OH:3])=[O:2])[C:13](=[O:23])[NH:14]2)=[CH:19][CH:18]=1. The yield is 0.480. (6) The reactants are [Br:1][C:2]1[CH:3]=[C:4]2[C:8](=[CH:9][CH:10]=1)[NH:7][C:6](=[O:11])[CH2:5]2.[N:12]1([CH2:17][CH2:18][CH2:19][NH:20][C:21]([C:23]2[C:27]([CH:28]([CH3:30])[CH3:29])=[C:26]([CH:31]=O)[NH:25][C:24]=2[CH:33]([CH3:35])[CH3:34])=[O:22])[CH2:16][CH2:15][CH2:14][CH2:13]1. No catalyst specified. The product is [N:12]1([CH2:17][CH2:18][CH2:19][NH:20][C:21]([C:23]2[C:27]([CH:28]([CH3:30])[CH3:29])=[C:26]([CH:31]=[C:5]3[C:4]4[C:8](=[CH:9][CH:10]=[C:2]([Br:1])[CH:3]=4)[NH:7][C:6]3=[O:11])[NH:25][C:24]=2[CH:33]([CH3:35])[CH3:34])=[O:22])[CH2:16][CH2:15][CH2:14][CH2:13]1. The yield is 0.150. (7) The reactants are OC(C)(C)[C:3]#[C:4][C:5]1[CH:10]=[CH:9][C:8]([C@@H:11]2[CH2:15][CH2:14][CH2:13][N:12]2[CH3:16])=[CH:7][N:6]=1.[H-].[Na+]. The catalyst is C1(C)C=CC=CC=1. The product is [C:4]([C:5]1[CH:10]=[CH:9][C:8]([C@@H:11]2[CH2:15][CH2:14][CH2:13][N:12]2[CH3:16])=[CH:7][N:6]=1)#[CH:3]. The yield is 0.670.